From a dataset of Forward reaction prediction with 1.9M reactions from USPTO patents (1976-2016). Predict the product of the given reaction. (1) Given the reactants [Br:1][CH2:2][C:3]([C:5]1[CH:10]=[CH:9][C:8]([CH2:11][CH2:12][CH2:13][CH2:14][CH2:15][CH2:16][CH2:17][CH3:18])=[CH:7][CH:6]=1)=O.C([SiH](CC)CC)C.CCCCCC.C([O-])(O)=O.[Na+], predict the reaction product. The product is: [CH2:11]([C:8]1[CH:7]=[CH:6][C:5]([CH2:3][CH2:2][Br:1])=[CH:10][CH:9]=1)[CH2:12][CH2:13][CH2:14][CH2:15][CH2:16][CH2:17][CH3:18]. (2) Given the reactants Br[C:2]1[C:11]([NH:12][C:13](=[O:26])[C:14](=[O:25])[CH2:15][C:16]([CH3:24])([C:18]2[CH:23]=[CH:22][CH:21]=[CH:20][CH:19]=2)[CH3:17])=[CH:10][CH:9]=[C:8]2[C:3]=1[CH2:4][O:5][C:6]2=[O:7].N[C:28]1C=C2C(=CC=1)C(=O)OC2.C1(C2(CC(=O)C(O)=O)CCC2)C=CC=CC=1, predict the reaction product. The product is: [C:18]1([C:16]2([CH2:15][C:14](=[O:25])[C:13]([NH:12][C:11]3[CH:2]=[C:3]4[C:8](=[CH:9][CH:10]=3)[C:6](=[O:7])[O:5][CH2:4]4)=[O:26])[CH2:24][CH2:28][CH2:17]2)[CH:23]=[CH:22][CH:21]=[CH:20][CH:19]=1. (3) Given the reactants [CH3:1][O:2][C:3]1[C:11]([O:12][CH3:13])=[CH:10][CH:9]=[CH:8][C:4]=1[C:5]([OH:7])=O.ClCCl.C(N(CC)CC)C.C(N1C=CN=C1)(N1C=CN=C1)=O.Cl.[CH3:37][O:38][NH:39][CH3:40], predict the reaction product. The product is: [CH3:37][O:38][N:39]([CH3:40])[C:5](=[O:7])[C:4]1[CH:8]=[CH:9][CH:10]=[C:11]([O:12][CH3:13])[C:3]=1[O:2][CH3:1].